Dataset: Peptide-MHC class II binding affinity with 134,281 pairs from IEDB. Task: Regression. Given a peptide amino acid sequence and an MHC pseudo amino acid sequence, predict their binding affinity value. This is MHC class II binding data. (1) The peptide sequence is HGRQDLKIVDVKLSA. The MHC is DRB1_0101 with pseudo-sequence DRB1_0101. The binding affinity (normalized) is 0.609. (2) The peptide sequence is SRPYNIYPHGITDVHPLYSR. The MHC is DRB1_0101 with pseudo-sequence DRB1_0101. The binding affinity (normalized) is 0.